This data is from Reaction yield outcomes from USPTO patents with 853,638 reactions. The task is: Predict the reaction yield, written as a fraction of the theoretical maximum amount of product (1.0 means a 100% yield; for example, 0.34 means a 34% yield). The reactants are [Cl:1][C:2]1[CH:30]=[CH:29][C:5]([CH2:6][C:7]2[N:8]=[C:9]([C:17]3[C:18]([CH3:28])=[N:19][N:20]4[CH:25]=[CH:24][C:23]([CH:26]=O)=[CH:22][C:21]=34)[S:10][C:11]=2[C:12]2[NH:16][CH:15]=[N:14][N:13]=2)=[CH:4][CH:3]=1.C(O)(=O)C.C(Cl)Cl.[CH3:38][O:39][C:40]1[CH:47]=[C:46]([O:48][CH3:49])[CH:45]=[CH:44][C:41]=1[CH2:42][NH2:43].C(O[BH-](OC(=O)C)OC(=O)C)(=O)C.[Na+].C([O-])(O)=O.[Na+]. No catalyst specified. The product is [Cl:1][C:2]1[CH:30]=[CH:29][C:5]([CH2:6][C:7]2[N:8]=[C:9]([C:17]3[C:18]([CH3:28])=[N:19][N:20]4[CH:25]=[CH:24][C:23]([CH2:26][NH:43][CH2:42][C:41]5[CH:44]=[CH:45][C:46]([O:48][CH3:49])=[CH:47][C:40]=5[O:39][CH3:38])=[CH:22][C:21]=34)[S:10][C:11]=2[C:12]2[NH:16][CH:15]=[N:14][N:13]=2)=[CH:4][CH:3]=1. The yield is 0.620.